Task: Predict the reaction yield, written as a fraction of the theoretical maximum amount of product (1.0 means a 100% yield; for example, 0.34 means a 34% yield).. Dataset: Reaction yield outcomes from USPTO patents with 853,638 reactions (1) The reactants are [Al].Br[C:3]1[CH:4]=[C:5]2[C:13](=[CH:14][CH:15]=1)[N:12]([CH2:16][CH2:17][CH:18]([CH3:25])[CH2:19][CH2:20][CH2:21][CH:22]([CH3:24])[CH3:23])[C:11]1[CH:10]=[C:9]([O:26][CH2:27][CH2:28][CH:29]([CH3:36])[CH2:30][CH2:31][CH2:32][CH:33]([CH3:35])[CH3:34])[C:8]([C:37]3[C:38]([O:61][CH2:62][CH2:63][CH:64]([CH3:71])[CH2:65][CH2:66][CH2:67][CH:68]([CH3:70])[CH3:69])=[CH:39][C:40]4[N:41]([CH2:51][CH2:52][CH:53]([CH3:60])[CH2:54][CH2:55][CH2:56][CH:57]([CH3:59])[CH3:58])[C:42]5[C:47]([C:48]=4[CH:49]=3)=[CH:46][C:45](Br)=[CH:44][CH:43]=5)=[CH:7][C:6]2=1.CC1(C)C(C)(C)OB([C:80]2[CH:85]=[CH:84][CH:83]=[CH:82][C:81]=2[O:86][CH3:87])O1.[C:89](=[O:92])([O-])[O-].[K+].[K+].[C:95]1(C)[CH:100]=[CH:99][CH:98]=[CH:97][CH:96]=1. No catalyst specified. The product is [CH3:60][CH:53]([CH2:54][CH2:55][CH2:56][CH:57]([CH3:58])[CH3:59])[CH2:52][CH2:51][N:41]1[C:40]2[CH:39]=[C:38]([O:61][CH2:62][CH2:63][CH:64]([CH3:71])[CH2:65][CH2:66][CH2:67][CH:68]([CH3:69])[CH3:70])[C:37]([C:8]3[C:9]([O:26][CH2:27][CH2:28][CH:29]([CH3:36])[CH2:30][CH2:31][CH2:32][CH:33]([CH3:34])[CH3:35])=[CH:10][C:11]4[N:12]([CH2:16][CH2:17][CH:18]([CH3:25])[CH2:19][CH2:20][CH2:21][CH:22]([CH3:23])[CH3:24])[C:13]5[C:5]([C:6]=4[CH:7]=3)=[CH:4][C:3]([C:95]3[CH:100]=[CH:99][CH:98]=[CH:97][C:96]=3[O:92][CH3:89])=[CH:15][CH:14]=5)=[CH:49][C:48]=2[C:47]2[C:42]1=[CH:43][CH:44]=[C:45]([C:82]1[CH:83]=[CH:84][CH:85]=[CH:80][C:81]=1[O:86][CH3:87])[CH:46]=2. The yield is 0.210. (2) The reactants are [N:1]1[C:10]2[C:5](=[CH:6][CH:7]=[CH:8][CH:9]=2)[C:4]([CH:11]=[CH:12][CH2:13][NH2:14])=[CH:3][CH:2]=1. The catalyst is [Pd].CO. The product is [N:1]1[C:10]2[C:5](=[CH:6][CH:7]=[CH:8][CH:9]=2)[C:4]([CH2:11][CH2:12][CH2:13][NH2:14])=[CH:3][CH:2]=1. The yield is 0.763.